This data is from Reaction yield outcomes from USPTO patents with 853,638 reactions. The task is: Predict the reaction yield, written as a fraction of the theoretical maximum amount of product (1.0 means a 100% yield; for example, 0.34 means a 34% yield). (1) The reactants are Cl.[NH2:2][CH2:3][C:4]([C:6]1[CH:11]=[CH:10][CH:9]=[CH:8][CH:7]=1)=[O:5].C(N(CC)CC)C.Cl[CH2:20][CH2:21][S:22](Cl)(=[O:24])=[O:23].Cl. The catalyst is ClCCl. The product is [CH:21]([S:22]([NH:2][CH2:3][C:4]([C:6]1[CH:11]=[CH:10][CH:9]=[CH:8][CH:7]=1)=[O:5])(=[O:24])=[O:23])=[CH2:20]. The yield is 0.320. (2) The reactants are [H-].[Al+3].[Li+].[H-].[H-].[H-].[F:7][C:8]([F:25])([F:24])[CH2:9][NH:10][C:11]1[S:12][CH:13]=[C:14]([C:16]2[CH:23]=[CH:22][C:19]([C:20]#[N:21])=[CH:18][CH:17]=2)[N:15]=1. The catalyst is C1COCC1. The product is [F:25][C:8]([F:7])([F:24])[CH2:9][NH:10][C:11]1[S:12][CH:13]=[C:14]([C:16]2[CH:17]=[CH:18][C:19]([CH2:20][NH2:21])=[CH:22][CH:23]=2)[N:15]=1. The yield is 0.900.